Dataset: Full USPTO retrosynthesis dataset with 1.9M reactions from patents (1976-2016). Task: Predict the reactants needed to synthesize the given product. (1) Given the product [CH2:1]([OH:10])[C@@H:2]1[O:9][C:5](=[O:6])[C@H:4]([OH:7])[C@H:3]1[OH:8].[O:21]=[C:22]([OH:31])[C@@H:23]([C@H:25]([C@H:27]([CH2:29][OH:30])[OH:28])[OH:26])[OH:24], predict the reactants needed to synthesize it. The reactants are: [CH2:1]([OH:10])[CH:2]([OH:9])[CH:3]([OH:8])[CH:4]([OH:7])[CH:5]=[O:6].O=C[C@@H]([C@H]([C@@H](CO)O)O)O.[O:21]=[C:22]([OH:31])[C@@H:23]([C@H:25]([C@@H:27]([CH2:29][OH:30])[OH:28])[OH:26])[OH:24].O=C[C@@H]([C@H]([C@H](CO)O)O)O. (2) Given the product [ClH:50].[CH3:1][C:2]1[C:3]([C:18]#[N:19])=[CH:4][C:5]2[NH:9][C:8](=[O:10])[N:7]([CH:11]3[CH2:12][CH2:13][N:14]([CH:23]4[CH2:24][CH2:25][O:20][CH2:21][CH2:22]4)[CH2:15][CH2:16]3)[C:6]=2[CH:17]=1, predict the reactants needed to synthesize it. The reactants are: [CH3:1][C:2]1[C:3]([C:18]#[N:19])=[CH:4][C:5]2[NH:9][C:8](=[O:10])[N:7]([CH:11]3[CH2:16][CH2:15][NH:14][CH2:13][CH2:12]3)[C:6]=2[CH:17]=1.[O:20]1[CH2:25][CH2:24][C:23](=O)[CH2:22][CH2:21]1.C(N(CC)CC)C.C(O[BH-](OC(=O)C)OC(=O)C)(=O)C.[Na+].[OH-].[Na+].[ClH:50]. (3) The reactants are: Br[C:2]1[CH:3]=[C:4]([S:8]([NH:11][C:12]2[CH:17]=[CH:16][C:15]([F:18])=[CH:14][C:13]=2[F:19])(=[O:10])=[O:9])[CH:5]=[N:6][CH:7]=1.[B:20]1([B:20]2[O:24][C:23]([CH3:26])([CH3:25])[C:22]([CH3:28])([CH3:27])[O:21]2)[O:24][C:23]([CH3:26])([CH3:25])[C:22]([CH3:28])([CH3:27])[O:21]1.C([O-])(=O)C.[K+]. Given the product [F:19][C:13]1[CH:14]=[C:15]([F:18])[CH:16]=[CH:17][C:12]=1[NH:11][S:8]([C:4]1[CH:5]=[N:6][CH:7]=[C:2]([B:20]2[O:24][C:23]([CH3:26])([CH3:25])[C:22]([CH3:28])([CH3:27])[O:21]2)[CH:3]=1)(=[O:10])=[O:9], predict the reactants needed to synthesize it. (4) Given the product [CH3:23][O:24][C:25]1[CH:26]=[C:27]([NH:31][C:32]([NH:1][C:2]2[CH:3]=[CH:4][C:5]([O:12][CH2:13][C:14]3[CH:15]=[CH:16][C:17]([CH:20]([CH3:21])[CH3:22])=[CH:18][CH:19]=3)=[C:6]([C:8](=[O:11])[CH2:9][CH3:10])[CH:7]=2)=[O:33])[CH:28]=[CH:29][CH:30]=1, predict the reactants needed to synthesize it. The reactants are: [NH2:1][C:2]1[CH:3]=[CH:4][C:5]([O:12][CH2:13][C:14]2[CH:19]=[CH:18][C:17]([CH:20]([CH3:22])[CH3:21])=[CH:16][CH:15]=2)=[C:6]([C:8](=[O:11])[CH2:9][CH3:10])[CH:7]=1.[CH3:23][O:24][C:25]1[CH:26]=[C:27]([N:31]=[C:32]=[O:33])[CH:28]=[CH:29][CH:30]=1. (5) Given the product [CH2:17]([CH:16]([C:15]1[C:10]2[N:11]([C:7]([C:6]3[S:5][C:4]([N:23]4[CH2:28][CH2:27][O:26][CH2:25][CH2:24]4)=[N:3][C:2]=3[F:50])=[C:8]([CH3:22])[N:9]=2)[N:12]=[C:13]([CH3:21])[CH:14]=1)[CH2:19][CH3:20])[CH3:18], predict the reactants needed to synthesize it. The reactants are: Br[C:2]1[N:3]=[C:4]([N:23]2[CH2:28][CH2:27][O:26][CH2:25][CH2:24]2)[S:5][C:6]=1[C:7]1[N:11]2[N:12]=[C:13]([CH3:21])[CH:14]=[C:15]([CH:16]([CH2:19][CH3:20])[CH2:17][CH3:18])[C:10]2=[N:9][C:8]=1[CH3:22].[Li]CCCC.CCCCCC.C1C=CC(S(N(S(C2C=CC=CC=2)(=O)=O)[F:50])(=O)=O)=CC=1.[NH4+].[Cl-]. (6) Given the product [Cl:1][C:2]1[CH:7]=[C:6]([CH:5]=[C:4]([Cl:9])[C:3]=1[O:10][C:11]1[CH:12]=[CH:13][C:14]([N+:17]([O-:19])=[O:18])=[CH:15][CH:16]=1)[C:8]([OH:20])=[O:26], predict the reactants needed to synthesize it. The reactants are: [Cl:1][C:2]1[CH:7]=[C:6]([CH3:8])[CH:5]=[C:4]([Cl:9])[C:3]=1[O:10][C:11]1[CH:16]=[CH:15][C:14]([N+:17]([O-:19])=[O:18])=[CH:13][CH:12]=1.[O-:20][Mn](=O)(=O)=O.[K+].[OH2:26].